Dataset: Forward reaction prediction with 1.9M reactions from USPTO patents (1976-2016). Task: Predict the product of the given reaction. (1) Given the reactants [Cl:1][C:2]1[CH:3]=[C:4]([S:9]([NH:12][C:13]2[CH:14]=[C:15]([CH:30]=[CH:31][CH:32]=2)[C:16]([NH:18][C:19]2[CH:27]=[CH:26][C:22]([C:23]([OH:25])=[O:24])=[C:21]([O:28][CH3:29])[CH:20]=2)=[O:17])(=[O:11])=[O:10])[CH:5]=[C:6]([Cl:8])[CH:7]=1.Cl[C:34]1C=C(S(Cl)(=O)=O)C=C(Cl)[CH:39]=1, predict the reaction product. The product is: [CH2:34]([O:24][C:23](=[O:25])[C:22]1[CH:26]=[CH:27][C:19]([NH:18][C:16](=[O:17])[C:15]2[CH:30]=[CH:31][CH:32]=[C:13]([NH:12][S:9]([C:4]3[CH:5]=[C:6]([Cl:8])[CH:7]=[C:2]([Cl:1])[CH:3]=3)(=[O:11])=[O:10])[CH:14]=2)=[CH:20][C:21]=1[O:28][CH3:29])[CH3:39]. (2) Given the reactants C(N(CC)CC)C.[CH:8]([C:10]1[C:18]2[C:13](=[CH:14][CH:15]=[CH:16][CH:17]=2)[N:12](C(OC(C)(C)C)=O)[CH:11]=1)=[O:9].[CH:26]1[C:35]2[C:30](=[C:31]([CH:36]=[N:37][C:38]3[CH:43]=[CH:42][CH:41]=[C:40]([O:44][CH3:45])[CH:39]=3)[CH:32]=[CH:33][CH:34]=2)[CH:29]=[CH:28][N:27]=1, predict the reaction product. The product is: [NH:12]1[C:13]2[C:18](=[CH:17][CH:16]=[CH:15][CH:14]=2)[C:10]([C:8](=[O:9])[CH:36]([C:31]2[CH:32]=[CH:33][CH:34]=[C:35]3[C:30]=2[CH:29]=[CH:28][N:27]=[CH:26]3)[NH:37][C:38]2[CH:43]=[CH:42][CH:41]=[C:40]([O:44][CH3:45])[CH:39]=2)=[CH:11]1.